This data is from Reaction yield outcomes from USPTO patents with 853,638 reactions. The task is: Predict the reaction yield, written as a fraction of the theoretical maximum amount of product (1.0 means a 100% yield; for example, 0.34 means a 34% yield). (1) The reactants are [Cl:1][C:2]1[CH:7]=[C:6]([Cl:8])[CH:5]=[CH:4][C:3]=1[C:9]1[N:10]=[C:11]([C:21]2[CH:26]=[CH:25][CH:24]=[CH:23][CH:22]=2)[NH:12][C:13](=O)[C:14]=1[C:15]([O:17][CH2:18][CH3:19])=[O:16].O=P(Cl)(Cl)[Cl:29].CN(C)C1C=CC=CC=1. No catalyst specified. The product is [Cl:29][C:13]1[C:14]([C:15]([O:17][CH2:18][CH3:19])=[O:16])=[C:9]([C:3]2[CH:4]=[CH:5][C:6]([Cl:8])=[CH:7][C:2]=2[Cl:1])[N:10]=[C:11]([C:21]2[CH:22]=[CH:23][CH:24]=[CH:25][CH:26]=2)[N:12]=1. The yield is 0.970. (2) The reactants are [CH3:1][O:2][C:3](=[O:16])/[CH:4]=[CH:5]/[C:6]1[S:10][C:9]2[CH:11]=[CH:12][CH:13]=[CH:14][C:8]=2[C:7]=1[Cl:15]. The catalyst is C1COCC1.C1C=CC(P(C2C=CC=CC=2)C2C=CC=CC=2)=CC=1.C1C=CC(P(C2C=CC=CC=2)C2C=CC=CC=2)=CC=1.C1C=CC(P(C2C=CC=CC=2)C2C=CC=CC=2)=CC=1.[Cl-].[Rh]. The product is [CH3:1][O:2][C:3](=[O:16])[CH2:4][CH2:5][C:6]1[S:10][C:9]2[CH:11]=[CH:12][CH:13]=[CH:14][C:8]=2[C:7]=1[Cl:15]. The yield is 0.990. (3) The reactants are [CH:1]1([C:7]2[C:8]3[CH:9]=[CH:10][C:11]([C:28]([O:30]C)=[O:29])=[CH:12][C:13]=3[N:14]3[C:20]=2[C:19]2[CH:21]=[CH:22][CH:23]=[C:24]4[N:25]=[C:26]([CH3:27])[N:17]([C:18]=24)[CH2:16][CH2:15]3)[CH2:6][CH2:5][CH2:4][CH2:3][CH2:2]1.Cl. The catalyst is O.CO.C1COCC1.O[Li].O. The product is [CH:1]1([C:7]2[C:8]3[CH:9]=[CH:10][C:11]([C:28]([OH:30])=[O:29])=[CH:12][C:13]=3[N:14]3[C:20]=2[C:19]2[CH:21]=[CH:22][CH:23]=[C:24]4[N:25]=[C:26]([CH3:27])[N:17]([C:18]=24)[CH2:16][CH2:15]3)[CH2:2][CH2:3][CH2:4][CH2:5][CH2:6]1. The yield is 0.680. (4) The reactants are [Br:1][C:2]([C:16]1[CH:21]=[CH:20][CH:19]=[C:18]([O:22][C:23]2[CH:28]=[CH:27][C:26]([C:29]([F:32])([F:31])[F:30])=[CH:25][N:24]=2)[CH:17]=1)=[C:3]1[CH2:8][CH2:7][N:6](C(OC(C)(C)C)=O)[CH2:5][CH2:4]1.[C:33]([OH:39])([C:35]([F:38])([F:37])[F:36])=[O:34]. The catalyst is C(Cl)Cl. The product is [F:36][C:35]([F:38])([F:37])[C:33]([OH:39])=[O:34].[Br:1][C:2](=[C:3]1[CH2:8][CH2:7][NH:6][CH2:5][CH2:4]1)[C:16]1[CH:17]=[C:18]([CH:19]=[CH:20][CH:21]=1)[O:22][C:23]1[CH:28]=[CH:27][C:26]([C:29]([F:31])([F:32])[F:30])=[CH:25][N:24]=1. The yield is 0.540. (5) The reactants are [Cl:1][C:2]1[CH:7]=[CH:6][C:5]([C:8]2[C:13]([C:14](OC)=[O:15])=[CH:12][N:11]=[C:10]([CH3:18])[CH:9]=2)=[C:4]([F:19])[CH:3]=1.[H-].[H-].[H-].[H-].[Li+].[Al+3]. The catalyst is O1CCCC1.[NH4+].[Cl-]. The product is [Cl:1][C:2]1[CH:7]=[CH:6][C:5]([C:8]2[CH:9]=[C:10]([CH3:18])[N:11]=[CH:12][C:13]=2[CH2:14][OH:15])=[C:4]([F:19])[CH:3]=1. The yield is 0.870. (6) The reactants are [Cl:1][C:2]1[CH:7]=[CH:6][C:5]([OH:8])=[CH:4][C:3]=1[C:9]([F:12])([F:11])[F:10].[F:13][C:14]1[CH:15]=[C:16]([CH:19]=[CH:20][C:21]=1F)[CH:17]=[O:18]. No catalyst specified. The product is [Cl:1][C:2]1[CH:7]=[CH:6][C:5]([O:8][C:21]2[CH:20]=[CH:19][C:16]([CH:17]=[O:18])=[CH:15][C:14]=2[F:13])=[CH:4][C:3]=1[C:9]([F:10])([F:11])[F:12]. The yield is 0.800. (7) The reactants are [C:1]([O:4][CH2:5][C:6]([CH3:36])([CH3:35])[CH2:7][N:8]1[C:14]2[CH:15]=[CH:16][C:17]([Cl:19])=[CH:18][C:13]=2[C@@H:12]([C:20]2[CH:25]=[CH:24][CH:23]=[C:22]([O:26][CH3:27])[C:21]=2[O:28][CH3:29])[O:11][C@H:10]([CH2:30][C:31](O)=[O:32])[C:9]1=[O:34])(=[O:3])[CH3:2].S(Cl)(Cl)=O.Cl.[NH2:42][C:43]1[CH:44]=[C:45]([CH:50]=[CH:51][C:52]=1[O:53][CH3:54])[C:46]([O:48][CH3:49])=[O:47].C(N(CC)CC)C. The catalyst is O1CCCC1.O.CN(C)C=O. The product is [C:1]([O:4][CH2:5][C:6]([CH3:36])([CH3:35])[CH2:7][N:8]1[C:14]2[CH:15]=[CH:16][C:17]([Cl:19])=[CH:18][C:13]=2[C@@H:12]([C:20]2[CH:25]=[CH:24][CH:23]=[C:22]([O:26][CH3:27])[C:21]=2[O:28][CH3:29])[O:11][C@H:10]([CH2:30][C:31]([NH:42][C:43]2[CH:44]=[C:45]([CH:50]=[CH:51][C:52]=2[O:53][CH3:54])[C:46]([O:48][CH3:49])=[O:47])=[O:32])[C:9]1=[O:34])(=[O:3])[CH3:2]. The yield is 0.520.